Dataset: Forward reaction prediction with 1.9M reactions from USPTO patents (1976-2016). Task: Predict the product of the given reaction. The product is: [NH2:1][CH2:4][CH2:5][O:6][CH2:7][CH2:8][NH:9][C:10](=[O:16])[O:11][C:12]([CH3:14])([CH3:13])[CH3:15]. Given the reactants [N:1]([CH2:4][CH2:5][O:6][CH2:7][CH2:8][NH:9][C:10](=[O:16])[O:11][C:12]([CH3:15])([CH3:14])[CH3:13])=[N+]=[N-].[H][H], predict the reaction product.